From a dataset of Catalyst prediction with 721,799 reactions and 888 catalyst types from USPTO. Predict which catalyst facilitates the given reaction. (1) Product: [CH2:25]([O:27][P:28]([CH2:33][S:34][CH2:35][CH:36]([NH2:39])[CH2:37][N:20]1[CH2:21][CH2:22][CH2:23][CH2:24][CH:19]1[C:17](=[O:18])[NH:16][CH:4]([C:1](=[O:3])[NH2:2])[CH2:5][C:6]1[CH:15]=[CH:14][C:13]2[C:8](=[CH:9][CH:10]=[CH:11][CH:12]=2)[CH:7]=1)(=[O:32])[O:29][CH2:30][CH3:31])[CH3:26]. Reactant: [C:1]([CH:4]([NH:16][C:17]([CH:19]1[CH2:24][CH2:23][CH2:22][CH2:21][NH:20]1)=[O:18])[CH2:5][C:6]1[CH:15]=[CH:14][C:13]2[C:8](=[CH:9][CH:10]=[CH:11][CH:12]=2)[CH:7]=1)(=[O:3])[NH2:2].[CH2:25]([O:27][P:28]([CH2:33][S:34][CH2:35][CH:36]([NH:39]C(OC(C)(C)C)=O)[CH2:37]I)(=[O:32])[O:29][CH2:30][CH3:31])[CH3:26].CCN(C(C)C)C(C)C. The catalyst class is: 3. (2) Reactant: [NH2:1][C:2]1[CH:3]=[C:4]([CH:10]=[C:11]([Br:13])[CH:12]=1)[C:5]([O:7][CH2:8]C)=[O:6].[C:14]1(=O)[CH2:18][CH2:17][CH2:16][CH2:15]1.C(O)(=O)C.C([BH3-])#N.[Na+]. Product: [Br:13][C:11]1[CH:10]=[C:4]([CH:3]=[C:2]([NH:1][CH:14]2[CH2:18][CH2:17][CH2:16][CH2:15]2)[CH:12]=1)[C:5]([O:7][CH3:8])=[O:6]. The catalyst class is: 5. (3) Reactant: [NH2:1][C:2]1[C:3]([O:16][C:17]2[CH:22]=[CH:21][CH:20]=[CH:19][CH:18]=2)=[N:4][C:5]([CH3:15])=[C:6]([CH3:14])[C:7]=1[NH:8][CH2:9][C:10]([CH3:13])([OH:12])[CH3:11].[CH2:23]([O:25][CH2:26][C:27](Cl)=O)[CH3:24]. Product: [CH2:23]([O:25][CH2:26][C:27]1[N:8]([CH2:9][C:10]([CH3:11])([OH:12])[CH3:13])[C:7]2[C:6]([CH3:14])=[C:5]([CH3:15])[N:4]=[C:3]([O:16][C:17]3[CH:18]=[CH:19][CH:20]=[CH:21][CH:22]=3)[C:2]=2[N:1]=1)[CH3:24]. The catalyst class is: 17. (4) Reactant: [CH2:1]([O:3][C:4]([C:6]1[N:7]([C:27]2[CH:32]=[CH:31][C:30]([O:33][CH:34]([CH3:36])[CH3:35])=[CH:29][CH:28]=2)[C:8]2[C:13]([C:14]=1[CH:15]=O)=[CH:12][C:11]([C:17]1[CH:22]=[CH:21][C:20]([C:23]([CH3:26])([CH3:25])[CH3:24])=[CH:19][CH:18]=1)=[CH:10][CH:9]=2)=[O:5])[CH3:2].[Cl-].[CH3:38][NH2+:39][CH3:40].C([O-])(=O)C.[Na+].[BH3-]C#N.[Na+]. Product: [CH2:1]([O:3][C:4]([C:6]1[N:7]([C:27]2[CH:28]=[CH:29][C:30]([O:33][CH:34]([CH3:35])[CH3:36])=[CH:31][CH:32]=2)[C:8]2[C:13]([C:14]=1[CH2:15][N:39]([CH3:40])[CH3:38])=[CH:12][C:11]([C:17]1[CH:22]=[CH:21][C:20]([C:23]([CH3:25])([CH3:24])[CH3:26])=[CH:19][CH:18]=1)=[CH:10][CH:9]=2)=[O:5])[CH3:2]. The catalyst class is: 72. (5) Reactant: [OH:1][C@@H:2]1[CH2:6][NH:5][C:4](=[O:7])[CH2:3]1.[O:8]1[CH:13]=[CH:12][CH2:11][CH2:10][CH2:9]1.C1(C)C=CC(S([O-])(=O)=[O:21])=CC=1.[NH+]1C=CC=CC=1. Product: [O:21]=[C:13]1[CH2:12][CH:11]([O:1][C@@H:2]2[CH2:6][NH:5][C:4](=[O:7])[CH2:3]2)[CH2:10][CH2:9][O:8]1. The catalyst class is: 268.